This data is from Full USPTO retrosynthesis dataset with 1.9M reactions from patents (1976-2016). The task is: Predict the reactants needed to synthesize the given product. (1) Given the product [CH2:17]([C:15]1[S:14][C:12]2[N:13]=[C:8]([N:4]3[CH2:5][CH2:6][O:7][C:2](=[O:1])[CH2:3]3)[N:9]=[C:10]([N:20]3[CH2:25][CH2:24][N:23]4[C:26]([C:29]([F:31])([F:30])[F:32])=[N:27][N:28]=[C:22]4[CH2:21]3)[C:11]=2[CH:16]=1)[CH2:18][CH3:19], predict the reactants needed to synthesize it. The reactants are: [OH:1][CH2:2][CH2:3][N:4]([C:8]1[N:9]=[C:10]([N:20]2[CH2:25][CH2:24][N:23]3[C:26]([C:29]([F:32])([F:31])[F:30])=[N:27][N:28]=[C:22]3[CH2:21]2)[C:11]2[CH:16]=[C:15]([CH2:17][CH2:18][CH3:19])[S:14][C:12]=2[N:13]=1)[CH2:5][CH2:6][OH:7].C[N+]1([O-])CCOCC1. (2) The reactants are: [H-].[Na+].[F:3][C:4]([F:10])([CH3:9])[C:5]([CH3:8])([OH:7])[CH3:6].[C:11](=O)([O:19]C1C=CC=CN=1)[O:12][C:13]1[CH:18]=[CH:17][CH:16]=[CH:15][N:14]=1. Given the product [C:11](=[O:19])([O:12][C:13]1[CH:18]=[CH:17][CH:16]=[CH:15][N:14]=1)[O:7][C:5]([CH3:8])([C:4]([F:10])([F:3])[CH3:9])[CH3:6], predict the reactants needed to synthesize it. (3) Given the product [CH:1]1([CH:4]([OH:18])[C:5]2[NH:13][C:12]3[C:7](=[N:8][CH:9]=[CH:10][C:11]=3[C:14]([OH:16])=[O:15])[CH:6]=2)[CH2:3][CH2:2]1, predict the reactants needed to synthesize it. The reactants are: [CH:1]1([CH:4]([OH:18])[C:5]2[NH:13][C:12]3[C:7](=[N:8][CH:9]=[CH:10][C:11]=3[C:14]([O:16]C)=[O:15])[CH:6]=2)[CH2:3][CH2:2]1. (4) Given the product [CH3:16][O:15][C:12]1[N:13]=[CH:14][C:9]([C:4]2[CH:3]=[C:2]([NH2:27])[N:7]=[N:6][C:5]=2[CH3:8])=[CH:10][C:11]=1[N:17]1[CH2:22][CH2:21][O:20][CH2:19][CH2:18]1.[CH3:38][O:37][C:34]1[N:35]=[CH:36][C:31]([C:26]2[N:27]=[N:28][C:29]([CH3:30])=[C:24]([NH2:6])[CH:25]=2)=[CH:32][C:33]=1[N:39]1[CH2:44][CH2:43][O:42][CH2:41][CH2:40]1, predict the reactants needed to synthesize it. The reactants are: Cl[C:2]1[N:7]=[N:6][C:5]([CH3:8])=[C:4]([C:9]2[CH:10]=[C:11]([N:17]3[CH2:22][CH2:21][O:20][CH2:19][CH2:18]3)[C:12]([O:15][CH3:16])=[N:13][CH:14]=2)[CH:3]=1.Cl[C:24]1[CH:25]=[C:26]([C:31]2[CH:32]=[C:33]([N:39]3[CH2:44][CH2:43][O:42][CH2:41][CH2:40]3)[C:34]([O:37][CH3:38])=[N:35][CH:36]=2)[N:27]=[N:28][C:29]=1[CH3:30].[OH-].[NH4+]. (5) Given the product [Cl:3][C:4]1[CH:17]=[C:16]([NH2:18])[CH:15]=[CH:14][C:5]=1[O:6][CH2:7][CH2:8][N:9]1[CH2:10][CH2:11][CH2:12][CH2:13]1, predict the reactants needed to synthesize it. The reactants are: [BH4-].[Na+].[Cl:3][C:4]1[CH:17]=[C:16]([N+:18]([O-])=O)[CH:15]=[CH:14][C:5]=1[O:6][CH2:7][CH2:8][N:9]1[CH2:13][CH2:12][CH2:11][CH2:10]1.[NH4+].[OH-]. (6) The reactants are: [NH3:1].C(O)C.Cl.[Br:6][C:7]1[CH:12]=[CH:11][C:10]([CH:13]([CH2:19][CH2:20][CH2:21]Cl)[C:14](=[NH:18])OCC)=[C:9]([C:23]([F:26])([F:25])[F:24])[CH:8]=1. Given the product [Br:6][C:7]1[CH:12]=[CH:11][C:10]([CH:13]2[CH2:19][CH2:20][CH2:21][NH:1][C:14]2=[NH:18])=[C:9]([C:23]([F:26])([F:25])[F:24])[CH:8]=1, predict the reactants needed to synthesize it. (7) Given the product [NH2:24][CH2:23][C@@H:17]1[C@H:18]([CH3:22])[CH2:19][CH2:20][CH2:21][N:16]1[C:14]([C:9]1[N:10]=[C:11]([CH3:13])[S:12][C:8]=1[C:5]1[CH:4]=[CH:3][C:2]([F:1])=[CH:7][CH:6]=1)=[O:15], predict the reactants needed to synthesize it. The reactants are: [F:1][C:2]1[CH:7]=[CH:6][C:5]([C:8]2[S:12][C:11]([CH3:13])=[N:10][C:9]=2[C:14]([N:16]2[CH2:21][CH2:20][CH2:19][C@@H:18]([CH3:22])[C@H:17]2[CH2:23][N:24]2C(=O)C3C(=CC=CC=3)C2=O)=[O:15])=[CH:4][CH:3]=1.O.NN. (8) Given the product [C:12]([CH2:13][CH2:14][N:11]([CH2:10][CH2:9][O:8][CH3:7])[CH2:3][CH2:2][C:1]([O:5][CH3:6])=[O:4])#[N:15], predict the reactants needed to synthesize it. The reactants are: [C:1]([O:5][CH3:6])(=[O:4])[CH:2]=[CH2:3].[CH3:7][O:8][CH2:9][CH2:10][NH2:11].[C:12](#[N:15])[CH:13]=[CH2:14]. (9) Given the product [C@H:1]12[CH2:8][CH2:7][C@H:4]([CH:5]=[CH:6]1)[CH2:3][CH:2]2[C:9]1([CH3:16])[NH:13][C:12](=[O:14])[N:11]([CH2:18][C:19](=[O:20])[C:21]2[CH:26]=[CH:25][CH:24]=[CH:23][CH:22]=2)[C:10]1=[O:15], predict the reactants needed to synthesize it. The reactants are: [CH:1]12[CH2:8][CH2:7][CH:4]([CH:5]=[CH:6]1)[CH2:3][CH:2]2[C:9]1([CH3:16])[NH:13][C:12](=[O:14])[NH:11][C:10]1=[O:15].Br[CH2:18][C:19]([C:21]1[CH:26]=[CH:25][CH:24]=[CH:23][CH:22]=1)=[O:20]. (10) The reactants are: [NH2:1][C:2]1[CH:7]=[C:6]([F:8])[C:5]([N:9]2[CH:13]=[CH:12][C:11]([NH:14][C:15](=[O:26])[C:16]3[CH:21]=[CH:20][CH:19]=[CH:18][C:17]=3[C:22]([F:25])([F:24])[F:23])=[N:10]2)=[C:4]([F:27])[CH:3]=1.[C:28](OC(=O)C)(=[O:30])[CH3:29]. Given the product [C:28]([NH:1][C:2]1[CH:7]=[C:6]([F:8])[C:5]([N:9]2[CH:13]=[CH:12][C:11]([NH:14][C:15](=[O:26])[C:16]3[CH:21]=[CH:20][CH:19]=[CH:18][C:17]=3[C:22]([F:23])([F:25])[F:24])=[N:10]2)=[C:4]([F:27])[CH:3]=1)(=[O:30])[CH3:29], predict the reactants needed to synthesize it.